From a dataset of Forward reaction prediction with 1.9M reactions from USPTO patents (1976-2016). Predict the product of the given reaction. (1) Given the reactants [CH3:1][C:2]1[CH:10]=[C:9]([N+:11]([O-:13])=[O:12])[C:8]([CH3:14])=[CH:7][C:3]=1[C:4]([OH:6])=[O:5].S(Cl)(Cl)=O.[CH3:19]O, predict the reaction product. The product is: [CH3:1][C:2]1[CH:10]=[C:9]([N+:11]([O-:13])=[O:12])[C:8]([CH3:14])=[CH:7][C:3]=1[C:4]([O:6][CH3:19])=[O:5]. (2) Given the reactants C1COCC1.[C:6]([O:10][C:11](=[O:25])[NH:12][C@H:13]([C:22](=O)[NH2:23])[CH2:14][C:15]1[CH:20]=[CH:19][C:18]([CH3:21])=[CH:17][CH:16]=1)([CH3:9])([CH3:8])[CH3:7], predict the reaction product. The product is: [C:6]([O:10][C:11](=[O:25])[NH:12][C@@H:13]([CH2:14][C:15]1[CH:20]=[CH:19][C:18]([CH3:21])=[CH:17][CH:16]=1)[CH2:22][NH2:23])([CH3:9])([CH3:8])[CH3:7].